From a dataset of Forward reaction prediction with 1.9M reactions from USPTO patents (1976-2016). Predict the product of the given reaction. (1) The product is: [NH2:1][C:2]1[CH:7]=[CH:6][C:5]([S:8](=[O:9])(=[O:10])[NH:11][C:12]2[CH:13]=[CH:14][C:15]3[CH2:19][O:18][B:17]([OH:20])[C:16]=3[CH:21]=2)=[C:4]([CH:3]=1)[CH2:22][NH:23][C:25](=[O:26])[O:27][CH2:28][CH3:29]. Given the reactants [NH2:1][C:2]1[CH:7]=[CH:6][C:5]([S:8]([NH:11][C:12]2[CH:13]=[CH:14][C:15]3[CH2:19][O:18][B:17]([OH:20])[C:16]=3[CH:21]=2)(=[O:10])=[O:9])=[C:4]([CH2:22][NH2:23])[CH:3]=1.Cl[C:25]([O:27][CH2:28][CH3:29])=[O:26], predict the reaction product. (2) Given the reactants F[C:2]1[CH:11]=[C:10]([F:12])[CH:9]=[C:8]2[C:3]=1[CH:4]=[CH:5][C:6]([CH3:13])=[N:7]2.[NH:14]1[CH2:19][CH2:18][NH:17][CH2:16][CH2:15]1, predict the reaction product. The product is: [F:12][C:10]1[CH:9]=[C:8]2[C:3]([CH:4]=[CH:5][C:6]([CH3:13])=[N:7]2)=[C:2]([N:14]2[CH2:19][CH2:18][NH:17][CH2:16][CH2:15]2)[CH:11]=1. (3) Given the reactants [F:1][C:2]1[CH:7]=[CH:6][C:5]([NH:8][C:9]2[N:14]=[C:13]([NH:15][C:16]3[CH:21]=[CH:20][C:19]([F:22])=[CH:18][CH:17]=3)[N:12]=[C:11]([NH:23][CH2:24][C:25]3[N:30]=[CH:29][CH:28]=[CH:27][N:26]=3)[N:10]=2)=[CH:4][CH:3]=1.[ClH:31].O1CCOCC1, predict the reaction product. The product is: [F:1][C:2]1[CH:3]=[CH:4][C:5]([NH:8][C:9]2[N:14]=[C:13]([NH:15][C:16]3[CH:17]=[CH:18][C:19]([F:22])=[CH:20][CH:21]=3)[N:12]=[C:11]([NH:23][CH2:24][C:25]3[N:30]=[CH:29][CH:28]=[CH:27][N:26]=3)[N:10]=2)=[CH:6][CH:7]=1.[ClH:31]. (4) Given the reactants [F:1][C:2]1[CH:9]=[CH:8][C:5]([CH:6]=O)=[CH:4][CH:3]=1.[C:10]([OH:16])(=[O:15])[CH2:11]C(O)=O.C([O-])(=O)C.[NH4+:21], predict the reaction product. The product is: [NH2:21][CH:6]([C:5]1[CH:8]=[CH:9][C:2]([F:1])=[CH:3][CH:4]=1)[CH2:11][C:10]([OH:16])=[O:15]. (5) The product is: [Cl:46][C:27]1[CH:26]=[CH:25][C:19]([O:20][CH2:21][C:22]([OH:24])=[O:23])=[C:18]([CH2:17][N:14]2[CH2:13][CH2:12][N:11]([C:41](=[O:42])[CH2:40][C:37]3[CH:38]=[CH:39][C:34]([Cl:33])=[CH:35][CH:36]=3)[CH2:16][CH2:15]2)[CH:28]=1. Given the reactants FC1C=CC(S([N:11]2[CH2:16][CH2:15][N:14]([CH2:17][C:18]3[CH:28]=[C:27](C(F)(F)F)[CH:26]=[CH:25][C:19]=3[O:20][CH2:21][C:22]([OH:24])=[O:23])[CH2:13][CH2:12]2)(=O)=O)=CC=1.[Cl:33][C:34]1[CH:39]=[CH:38][C:37]([CH2:40][C:41](Cl)=[O:42])=[CH:36][CH:35]=1.[OH-].[Na+].[ClH:46], predict the reaction product. (6) Given the reactants [NH2:1][C:2]1[N:10]=[CH:9][N:8]=[C:7]2[C:3]=1[N:4]=[CH:5][N:6]2[C@H:11]([CH2:15][CH2:16][C:17]1[CH:22]=[CH:21][CH:20]=[CH:19][CH:18]=1)[C@@H:12]([OH:14])[CH3:13].[ClH:23], predict the reaction product. The product is: [ClH:23].[NH2:1][C:2]1[N:10]=[CH:9][N:8]=[C:7]2[C:3]=1[N:4]=[CH:5][N:6]2[C@H:11]([CH2:15][CH2:16][C:17]1[CH:18]=[CH:19][CH:20]=[CH:21][CH:22]=1)[C@@H:12]([OH:14])[CH3:13]. (7) Given the reactants [CH3:1][S:2]([C:14]1[CH:19]=[CH:18][C:17]([O:20][CH3:21])=[CH:16][CH:15]=1)(=[N:4]S(CC[Si](C)(C)C)(=O)=O)=[O:3].CCCC[N+](CCCC)(CCCC)CCCC.[F-], predict the reaction product. The product is: [CH3:21][O:20][C:17]1[CH:16]=[CH:15][C:14]([S:2]([CH3:1])(=[NH:4])=[O:3])=[CH:19][CH:18]=1.